This data is from Forward reaction prediction with 1.9M reactions from USPTO patents (1976-2016). The task is: Predict the product of the given reaction. (1) The product is: [Cl:23][C:24]1[S:25][C:26]([C:29]([C:2]2[CH:3]=[C:4]3[C:8](=[CH:9][CH:10]=2)[N:7]([C:11]2[CH:16]=[CH:15][C:14]([F:17])=[CH:13][CH:12]=2)[N:6]=[CH:5]3)([OH:34])[C:30]([F:31])([F:32])[F:33])=[CH:27][CH:28]=1. Given the reactants Br[C:2]1[CH:3]=[C:4]2[C:8](=[CH:9][CH:10]=1)[N:7]([C:11]1[CH:16]=[CH:15][C:14]([F:17])=[CH:13][CH:12]=1)[N:6]=[CH:5]2.C([Li])CCC.[Cl:23][C:24]1[S:25][C:26]([C:29](=[O:34])[C:30]([F:33])([F:32])[F:31])=[CH:27][CH:28]=1, predict the reaction product. (2) Given the reactants Br[C:2]1[CH:3]=[CH:4][CH:5]=[C:6]2[C:10]=1[NH:9][C:8]([C:11]([O:13]CC)=[O:12])=[C:7]2[CH2:16][CH2:17][CH2:18][O:19][C:20]1[C:29]2[C:24](=[CH:25][CH:26]=[CH:27][CH:28]=2)[CH:23]=[CH:22][CH:21]=1.C([O-])([O-])=O.[Na+].[Na+], predict the reaction product. The product is: [C:20]1([O:19][CH2:18][CH2:17][CH2:16][C:7]2[C:6]3[C:10](=[C:2]([C:5]4[CH:4]=[CH:3][CH:2]=[CH:10][C:6]=4[C:7]#[C:8][CH3:11])[CH:3]=[CH:4][CH:5]=3)[NH:9][C:8]=2[C:11]([OH:13])=[O:12])[C:29]2[C:24](=[CH:25][CH:26]=[CH:27][CH:28]=2)[CH:23]=[CH:22][CH:21]=1. (3) Given the reactants [CH2:1]([O:8][C:9]1[CH:14]=[CH:13][C:12]([CH2:15][C:16](=[O:20])[CH2:17][CH2:18][CH3:19])=[CH:11][CH:10]=1)[C:2]1[CH:7]=[CH:6][CH:5]=[CH:4][CH:3]=1.[CH2:21]([O:23][C:24](=[O:27])[CH:25]=[O:26])[CH3:22], predict the reaction product. The product is: [CH2:21]([O:23][C:24](=[O:27])[CH:25]([OH:26])[CH:15]([C:12]1[CH:11]=[CH:10][C:9]([O:8][CH2:1][C:2]2[CH:3]=[CH:4][CH:5]=[CH:6][CH:7]=2)=[CH:14][CH:13]=1)[C:16](=[O:20])[CH2:17][CH2:18][CH3:19])[CH3:22].